From a dataset of Reaction yield outcomes from USPTO patents with 853,638 reactions. Predict the reaction yield, written as a fraction of the theoretical maximum amount of product (1.0 means a 100% yield; for example, 0.34 means a 34% yield). (1) The reactants are [N+:1]([C:4]1[CH:9]=[CH:8][C:7]([S:10]([CH3:13])(=[NH:12])=[O:11])=[CH:6][CH:5]=1)([O-:3])=[O:2].C(N(CC)CC)C.[CH3:21][O:22][CH2:23][C:24](Cl)=[O:25]. The catalyst is ClCCl. The product is [N+:1]([C:4]1[CH:5]=[CH:6][C:7]([S:10]([CH3:13])(=[N:12][C:24](=[O:25])[CH2:23][O:22][CH3:21])=[O:11])=[CH:8][CH:9]=1)([O-:3])=[O:2]. The yield is 0.790. (2) The reactants are [NH:1]1[C:9]2[C:4](=[CH:5][CH:6]=[CH:7][N:8]=2)[CH:3]=[CH:2]1.[Br:10][C:11]1[N:16]=[CH:15][C:14]([CH:17]=[O:18])=[CH:13][CH:12]=1.[OH-].[K+]. The catalyst is CO. The product is [Br:10][C:11]1[N:16]=[CH:15][C:14]([CH:17]([C:3]2[C:4]3[C:9](=[N:8][CH:7]=[CH:6][CH:5]=3)[NH:1][CH:2]=2)[OH:18])=[CH:13][CH:12]=1. The yield is 0.450. (3) The reactants are [CH3:1][N:2]([S:29]([C:32]1[CH:37]=[CH:36][CH:35]=[CH:34][N:33]=1)(=[O:31])=[O:30])[C:3]1[CH:4]=[C:5]([O:24][CH2:25][C:26]([NH2:28])=[O:27])[CH:6]=[C:7]2[C:11]=1[NH:10][C:9]([C:12]1[S:13][CH:14]([CH2:17][N:18]3[CH2:23][CH2:22][S:21][CH2:20][CH2:19]3)[CH2:15][N:16]=1)=[CH:8]2.O.[OH:39]OS([O-])=O.[K+].S([O-])([O-])(=O)=S.[Na+].[Na+]. The catalyst is O1CCCC1.C(O)C.C(OCC)(=O)C. The product is [CH3:1][N:2]([S:29]([C:32]1[CH:37]=[CH:36][CH:35]=[CH:34][N:33]=1)(=[O:31])=[O:30])[C:3]1[CH:4]=[C:5]([O:24][CH2:25][C:26]([NH2:28])=[O:27])[CH:6]=[C:7]2[C:11]=1[NH:10][C:9]([C:12]1[S:13][CH:14]([CH2:17][N:18]3[CH2:23][CH2:22][S:21](=[O:39])[CH2:20][CH2:19]3)[CH2:15][N:16]=1)=[CH:8]2. The yield is 0.480.